Dataset: PAMPA (Parallel Artificial Membrane Permeability Assay) permeability data from NCATS. Task: Regression/Classification. Given a drug SMILES string, predict its absorption, distribution, metabolism, or excretion properties. Task type varies by dataset: regression for continuous measurements (e.g., permeability, clearance, half-life) or binary classification for categorical outcomes (e.g., BBB penetration, CYP inhibition). Dataset: pampa_ncats. (1) The molecule is CC1=CC=CC=C1C(=O)NC2=CC3=C(C=C2)N(CCC3)C(=O)C4=CC=CS4. The result is 1 (high permeability). (2) The molecule is CC1=CC(=CC=C1)C(=O)NC2=CC(=C(C=C2)N3CCC(CC3)N4CCCCC4)C(=O)O. The result is 0 (low-to-moderate permeability). (3) The drug is CC1=CN=C(N=C1NCC2=CC=C(C=C2)N3C=CN=N3)C4=CC=CC=C4C(F)F. The result is 1 (high permeability). (4) The molecule is C1CCN(CC1)C2=CC=CC(=C2)C3=CN=C(S3)N4CCC(CC4)C(=O)N. The result is 1 (high permeability). (5) The molecule is C[C@H]1[C@@H]2CC[C@]3(CC4=C([C@H]([C@@H]3[C@H]2OC1=O)C)N=C(S4)NS(=O)(=O)CC5=CC=CC=C5)C. The result is 1 (high permeability). (6) The molecule is C1=CC=C2C(=C1)C(=NC(=N2)C3=CC=NC=C3)NC4=C(C=CC(=C4)F)F. The result is 1 (high permeability).